This data is from Full USPTO retrosynthesis dataset with 1.9M reactions from patents (1976-2016). The task is: Predict the reactants needed to synthesize the given product. The reactants are: C(O)(C(F)(F)F)=O.C(Cl)Cl.[CH:11]1[C:20]2[C:15](=[CH:16][C:17]([C:21]3[S:25][C:24]([O:26][CH2:27][C@@H:28]([NH:40]C(=O)OC(C)(C)C)[CH2:29][C:30]4[CH:35]=[CH:34][C:33]([C:36]([F:39])([F:38])[F:37])=[CH:32][CH:31]=4)=[N:23][N:22]=3)=[CH:18][CH:19]=2)[CH:14]=[CH:13][N:12]=1. Given the product [CH:11]1[C:20]2[C:15](=[CH:16][C:17]([C:21]3[S:25][C:24]([O:26][CH2:27][C@@H:28]([NH2:40])[CH2:29][C:30]4[CH:31]=[CH:32][C:33]([C:36]([F:37])([F:39])[F:38])=[CH:34][CH:35]=4)=[N:23][N:22]=3)=[CH:18][CH:19]=2)[CH:14]=[CH:13][N:12]=1, predict the reactants needed to synthesize it.